This data is from Reaction yield outcomes from USPTO patents with 853,638 reactions. The task is: Predict the reaction yield, written as a fraction of the theoretical maximum amount of product (1.0 means a 100% yield; for example, 0.34 means a 34% yield). (1) The reactants are [CH3:1][C:2]([N+:14]([O-:16])=[O:15])([CH3:13])[CH2:3][CH2:4][CH:5]=[C:6]1[NH:10][C:9](=[O:11])[NH:8][C:7]1=[O:12].[OH-].[Na+].[H][H]. The catalyst is [C].[Pd].CO. The product is [CH3:13][C:2]([N+:14]([O-:16])=[O:15])([CH3:1])[CH2:3][CH2:4][CH2:5][CH:6]1[NH:10][C:9](=[O:11])[NH:8][C:7]1=[O:12]. The yield is 0.729. (2) The reactants are [Cl:1][C:2]1[CH:3]=[C:4]([CH:6]=[CH:7][C:8]=1[O:9][CH3:10])N.[OH:11]S(O)(=O)=O.N([O-])=O.[Na+]. The catalyst is O. The product is [Cl:1][C:2]1[CH:3]=[C:4]([OH:11])[CH:6]=[CH:7][C:8]=1[O:9][CH3:10]. The yield is 0.300. (3) The reactants are [N+:1]([C:4]1[CH:5]=[N:6][NH:7][CH:8]=1)([O-:3])=[O:2].[CH3:9][C:10]1[CH:15]=[CH:14][C:13]([S:16](Cl)(=[O:18])=[O:17])=[CH:12][CH:11]=1.C(N(CC)CC)C. The catalyst is CN(C=O)C.O. The product is [N+:1]([C:4]1[CH:5]=[N:6][N:7]([S:16]([C:13]2[CH:14]=[CH:15][C:10]([CH3:9])=[CH:11][CH:12]=2)(=[O:18])=[O:17])[CH:8]=1)([O-:3])=[O:2]. The yield is 0.500. (4) The reactants are [Li+].CCC[CH2-].[C:6]([O:10][C:11]([NH:13][C:14]1[CH:15]=[CH:16][C:17]([F:38])=[C:18]([C@:20]2([CH3:37])[CH2:25][N:24]3[CH:26]=[CH:27][N:28]=[C:23]3[C:22]([NH:29][C:30](=[O:36])[O:31][C:32]([CH3:35])([CH3:34])[CH3:33])=[N:21]2)[CH:19]=1)=[O:12])([CH3:9])([CH3:8])[CH3:7].[CH2:39]=[O:40]. The catalyst is C1COCC1.CCOC(C)=O. The product is [C:6]([O:10][C:11]([NH:13][C:14]1[CH:15]=[CH:16][C:17]([F:38])=[C:18]([C@:20]2([CH3:37])[CH2:25][N:24]3[C:26]([CH2:39][OH:40])=[CH:27][N:28]=[C:23]3[C:22]([NH:29][C:30](=[O:36])[O:31][C:32]([CH3:35])([CH3:34])[CH3:33])=[N:21]2)[CH:19]=1)=[O:12])([CH3:9])([CH3:7])[CH3:8]. The yield is 0.550. (5) The reactants are [O:1]1[C:5]2[CH:6]=[CH:7][C:8]([C:10]3([C:13]([NH:15][C:16]4[CH:17]=[CH:18][C:19]([CH2:33][C:34]#[N:35])=[C:20]([C:22]5[CH:27]=[CH:26][C:25]([C:28]([N:30]([CH3:32])[CH3:31])=[O:29])=[CH:24][CH:23]=5)[CH:21]=4)=[O:14])[CH2:12][CH2:11]3)=[CH:9][C:4]=2[O:3][CH2:2]1.[OH:36]O.[OH-].[Na+]. The catalyst is CO. The product is [NH2:35][C:34](=[O:36])[CH2:33][C:19]1[CH:18]=[CH:17][C:16]([NH:15][C:13]([C:10]2([C:8]3[CH:7]=[CH:6][C:5]4[O:1][CH2:2][O:3][C:4]=4[CH:9]=3)[CH2:11][CH2:12]2)=[O:14])=[CH:21][C:20]=1[C:22]1[CH:27]=[CH:26][C:25]([C:28]([N:30]([CH3:32])[CH3:31])=[O:29])=[CH:24][CH:23]=1. The yield is 0.230.